This data is from Forward reaction prediction with 1.9M reactions from USPTO patents (1976-2016). The task is: Predict the product of the given reaction. (1) Given the reactants [CH3:1][O:2][C:3]1[CH:4]=[N:5][C:6]2[C:11]([CH:12]=1)=[C:10]([O:13][CH2:14][CH2:15][N:16]1[CH2:21][CH2:20][NH:19][CH2:18][CH2:17]1)[CH:9]=[CH:8][CH:7]=2.[O:22]=[C:23]1[NH:28][C:27]2[CH:29]=[C:30]([C:33](O)=[O:34])[CH:31]=[CH:32][C:26]=2[O:25][CH2:24]1, predict the reaction product. The product is: [CH3:1][O:2][C:3]1[CH:4]=[N:5][C:6]2[C:11]([CH:12]=1)=[C:10]([O:13][CH2:14][CH2:15][N:16]1[CH2:21][CH2:20][N:19]([C:33]([C:30]3[CH:31]=[CH:32][C:26]4[O:25][CH2:24][C:23](=[O:22])[NH:28][C:27]=4[CH:29]=3)=[O:34])[CH2:18][CH2:17]1)[CH:9]=[CH:8][CH:7]=2. (2) Given the reactants [Si:1]([O:8][CH2:9][C:10]1[N:11]([CH3:26])[C:12]2[C:17]([CH:18]=1)=[CH:16][C:15]1[CH:19]([OH:25])[CH2:20][CH:21]([CH3:24])[CH:22]=[CH:23][C:14]=1[CH:13]=2)([C:4]([CH3:7])([CH3:6])[CH3:5])([CH3:3])[CH3:2], predict the reaction product. The product is: [Si:1]([O:8][CH2:9][C:10]1[N:11]([CH3:26])[C:12]2[C:17]([CH:18]=1)=[CH:16][C:15]1[CH:19]([OH:25])[CH2:20][CH:21]([CH3:24])[CH2:22][CH2:23][C:14]=1[CH:13]=2)([C:4]([CH3:6])([CH3:7])[CH3:5])([CH3:3])[CH3:2]. (3) Given the reactants [H-].C([Al+]CC(C)C)C(C)C.[CH3:11][O:12][C:13]1[CH:18]=[CH:17][CH:16]=[C:15]([O:19][CH3:20])[C:14]=1/[CH:21]=[CH:22]/[C:23]#N.CO.S(=O)(=O)(O)[OH:28], predict the reaction product. The product is: [CH3:11][O:12][C:13]1[CH:18]=[CH:17][CH:16]=[C:15]([O:19][CH3:20])[C:14]=1/[CH:21]=[CH:22]/[CH:23]=[O:28]. (4) Given the reactants C(OC(=O)[NH:7][CH2:8][C:9]([CH3:47])([CH3:46])[CH2:10][NH:11][C:12](=[O:45])[C:13]1[CH:18]=[CH:17][C:16]([NH:19][C:20]2[CH:25]=[C:24]([NH:26][CH2:27][C:28]3[CH:33]=[CH:32][C:31]([O:34][CH2:35][CH2:36][CH2:37][Br:38])=[CH:30][CH:29]=3)[N:23]=[C:22]([O:39][CH2:40][C:41]([F:44])([F:43])[F:42])[N:21]=2)=[N:15][CH:14]=1)(C)(C)C.C(O)(C(F)(F)F)=O, predict the reaction product. The product is: [NH2:7][CH2:8][C:9]([CH3:47])([CH3:46])[CH2:10][NH:11][C:12](=[O:45])[C:13]1[CH:18]=[CH:17][C:16]([NH:19][C:20]2[CH:25]=[C:24]([NH:26][CH2:27][C:28]3[CH:33]=[CH:32][C:31]([O:34][CH2:35][CH2:36][CH2:37][Br:38])=[CH:30][CH:29]=3)[N:23]=[C:22]([O:39][CH2:40][C:41]([F:44])([F:43])[F:42])[N:21]=2)=[N:15][CH:14]=1. (5) Given the reactants [CH3:1][O:2][C:3](=[O:13])[C:4]1[CH:9]=[CH:8][C:7]([C:10]#[N:11])=[C:6]([CH3:12])[CH:5]=1.[CH2:14]([C:18]1[CH:26]=[CH:25][C:21]([C:22](O)=[O:23])=[CH:20][CH:19]=1)[CH:15]([CH3:17])[CH3:16].O[NH:28]C(=N)C1C=CC(CO)=CC=1.C(OC1C=CC(C2ON=C(C3C=CC(CO)=CC=3)N=2)=CC=1)(C)C, predict the reaction product. The product is: [CH3:1][O:2][C:3](=[O:13])[C:4]1[CH:9]=[CH:8][C:7]([C:10]2[N:28]=[C:22]([C:21]3[CH:25]=[CH:26][C:18]([CH2:14][CH:15]([CH3:17])[CH3:16])=[CH:19][CH:20]=3)[O:23][N:11]=2)=[C:6]([CH3:12])[CH:5]=1. (6) The product is: [C:14]1([P:13](=[CH:12][C:11]([N:2]2[C:10]3[C:5](=[CH:6][CH:7]=[CH:8][CH:9]=3)[CH2:4][CH2:3]2)=[O:32])([C:20]2[CH:25]=[CH:24][CH:23]=[CH:22][CH:21]=2)[C:26]2[CH:27]=[CH:28][CH:29]=[CH:30][CH:31]=2)[CH:15]=[CH:16][CH:17]=[CH:18][CH:19]=1. Given the reactants [Cl-].[N:2]1([C:11](=[O:32])[CH2:12][P+:13]([C:26]2[CH:31]=[CH:30][CH:29]=[CH:28][CH:27]=2)([C:20]2[CH:25]=[CH:24][CH:23]=[CH:22][CH:21]=2)[C:14]2[CH:19]=[CH:18][CH:17]=[CH:16][CH:15]=2)[C:10]2[C:5](=[CH:6][CH:7]=[CH:8][CH:9]=2)[CH2:4][CH2:3]1.[OH-].[Na+].C(Cl)Cl.CCOCC, predict the reaction product.